From a dataset of Forward reaction prediction with 1.9M reactions from USPTO patents (1976-2016). Predict the product of the given reaction. (1) Given the reactants [CH3:1][C:2]1([CH3:10])[O:6][CH:5]([CH2:7][CH2:8][OH:9])[CH2:4][O:3]1.[H-].[Na+].F[C:14]1[C:15]([N+:30]([O-:32])=[O:31])=[C:16]([CH:26]=[C:27]([F:29])[CH:28]=1)[NH:17][C:18]1[CH:23]=[CH:22][C:21]([I:24])=[CH:20][C:19]=1[F:25], predict the reaction product. The product is: [CH3:1][C:2]1([CH3:10])[O:6][CH:5]([CH2:7][CH2:8][O:9][C:14]2[C:15]([N+:30]([O-:32])=[O:31])=[C:16]([CH:26]=[C:27]([F:29])[CH:28]=2)[NH:17][C:18]2[CH:23]=[CH:22][C:21]([I:24])=[CH:20][C:19]=2[F:25])[CH2:4][O:3]1. (2) Given the reactants Br[C:2]1[CH:7]=[CH:6][C:5]([CH:8]([N:15]([CH3:32])[C:16](=[O:31])[CH2:17][N:18]([C:23]2[CH:28]=[CH:27][C:26]([Cl:29])=[C:25]([Cl:30])[CH:24]=2)[CH2:19][CH2:20][O:21][CH3:22])[CH2:9][N:10]2[CH2:14][CH2:13][CH2:12][CH2:11]2)=[CH:4][CH:3]=1.[C:33]([NH:36][C:37]1[CH:42]=[CH:41][C:40](B(O)O)=[CH:39][CH:38]=1)(=[O:35])[CH3:34].C([O-])([O-])=O.[Na+].[Na+], predict the reaction product. The product is: [C:33]([NH:36][C:37]1[CH:42]=[CH:41][C:40]([C:2]2[CH:3]=[CH:4][C:5]([CH:8]([N:15]([CH3:32])[C:16](=[O:31])[CH2:17][N:18]([C:23]3[CH:28]=[CH:27][C:26]([Cl:29])=[C:25]([Cl:30])[CH:24]=3)[CH2:19][CH2:20][O:21][CH3:22])[CH2:9][N:10]3[CH2:14][CH2:13][CH2:12][CH2:11]3)=[CH:6][CH:7]=2)=[CH:39][CH:38]=1)(=[O:35])[CH3:34].